Dataset: Forward reaction prediction with 1.9M reactions from USPTO patents (1976-2016). Task: Predict the product of the given reaction. (1) Given the reactants [CH3:1][O:2][C:3]1[CH:16]=[CH:15][C:6]([CH2:7][C@@H:8]2[C@H:12]([OH:13])[C@@H:11]([OH:14])[CH2:10][NH:9]2)=[CH:5][CH:4]=1.[C:17]([O:21][C:22]([NH:24][CH2:25][C:26](O)=[O:27])=[O:23])([CH3:20])([CH3:19])[CH3:18].ON1C2N=CC=CC=2N=N1.CN1CCOCC1.C(Cl)CCl, predict the reaction product. The product is: [OH:13][C@@H:12]1[C@@H:11]([OH:14])[CH2:10][N:9]([C:26](=[O:27])[CH2:25][NH:24][C:22](=[O:23])[O:21][C:17]([CH3:18])([CH3:19])[CH3:20])[C@@H:8]1[CH2:7][C:6]1[CH:5]=[CH:4][C:3]([O:2][CH3:1])=[CH:16][CH:15]=1. (2) Given the reactants [CH3:1][CH:2]1[CH2:11][CH2:10][C:9]2[NH:8][C:7](=O)[C:6]([C:13](O)=[O:14])=[C:5]([C:16]3[CH:21]=[CH:20][CH:19]=[CH:18][CH:17]=3)[C:4]=2[CH2:3]1.C1(P(Cl)([Cl:30])=O)C=CC=CC=1.[NH:32]([C:34]([O:36][CH2:37][CH:38]1[C:50]2[CH:49]=[CH:48][CH:47]=[CH:46][C:45]=2[C:44]2[C:39]1=[CH:40][CH:41]=[CH:42][CH:43]=2)=[O:35])[NH2:33], predict the reaction product. The product is: [CH:40]1[C:39]2[CH:38]([CH2:37][O:36][C:34]([NH:32][NH:33][C:13]([C:6]3[C:7]([Cl:30])=[N:8][C:9]4[CH2:10][CH2:11][CH:2]([CH3:1])[CH2:3][C:4]=4[C:5]=3[C:16]3[CH:21]=[CH:20][CH:19]=[CH:18][CH:17]=3)=[O:14])=[O:35])[C:50]3[C:45](=[CH:46][CH:47]=[CH:48][CH:49]=3)[C:44]=2[CH:43]=[CH:42][CH:41]=1. (3) The product is: [F:16][C:10]1[CH:2]=[CH:3][CH:4]=[C:5]([N:11]2[N:15]=[CH:14][CH:13]=[N:12]2)[C:6]=1[C:7]([OH:9])=[O:8]. Given the reactants F[C:2]1[CH:3]=[CH:4][C:5]([N:11]2[N:15]=[CH:14][CH:13]=[N:12]2)=[C:6]([CH:10]=1)[C:7]([OH:9])=[O:8].[F:16]C1C=CC(I)=C(C=1)C(O)=O, predict the reaction product. (4) Given the reactants [CH2:1](C(CN)O)[C:2]1[CH:7]=[CH:6][CH:5]=[CH:4][CH:3]=1.[CH:12]([N:15](CC)C(C)C)(C)[CH3:13].[C:21]([O:24][CH2:25][C:26](Cl)=[O:27])(=[O:23])[CH3:22].C(OCC)(=[O:31])C, predict the reaction product. The product is: [CH2:1]([N:15]([CH2:12][CH2:13][OH:31])[C:26]([CH2:25][O:24][C:21](=[O:23])[CH3:22])=[O:27])[C:2]1[CH:3]=[CH:4][CH:5]=[CH:6][CH:7]=1. (5) The product is: [ClH:1].[CH3:2][O:3][C:4]1[CH:5]=[C:6](/[C:12](=[CH:15]/[C:16]2[NH:17][CH:18]=[CH:19][CH:20]=2)/[C:13]#[N:14])[CH:7]=[CH:8][C:9]=1[O:10][CH3:11]. Given the reactants [ClH:1].[CH3:2][O:3][C:4]1[CH:5]=[C:6](/[C:12](=[CH:15]/[C:16]2[NH:17][CH:18]=[CH:19][CH:20]=2)/[C:13]#[N:14])[CH:7]=[CH:8][C:9]=1[O:10][CH3:11], predict the reaction product. (6) Given the reactants [CH2:1]([N:8]1[C:17]2[C:12](=[CH:13][C:14]([C:18]3[CH:23]=[CH:22][C:21]([F:24])=[CH:20][CH:19]=3)=[CH:15][CH:16]=2)[CH2:11][C:10]([NH:26][S:27]([C:30]2[CH:35]=[CH:34][CH:33]=[CH:32][CH:31]=2)(=[O:29])=[O:28])([CH3:25])[C:9]1=O)[C:2]1[CH:7]=[CH:6][CH:5]=[CH:4][CH:3]=1.C1COCC1, predict the reaction product. The product is: [CH2:1]([N:8]1[C:17]2[C:12](=[CH:13][C:14]([C:18]3[CH:23]=[CH:22][C:21]([F:24])=[CH:20][CH:19]=3)=[CH:15][CH:16]=2)[CH2:11][C:10]([NH:26][S:27]([C:30]2[CH:35]=[CH:34][CH:33]=[CH:32][CH:31]=2)(=[O:29])=[O:28])([CH3:25])[CH2:9]1)[C:2]1[CH:3]=[CH:4][CH:5]=[CH:6][CH:7]=1.